From a dataset of Peptide-MHC class I binding affinity with 185,985 pairs from IEDB/IMGT. Regression. Given a peptide amino acid sequence and an MHC pseudo amino acid sequence, predict their binding affinity value. This is MHC class I binding data. (1) The peptide sequence is YLQQNWWTL. The MHC is HLA-B18:01 with pseudo-sequence HLA-B18:01. The binding affinity (normalized) is 0.0359. (2) The peptide sequence is YSRPWNWTF. The MHC is HLA-C14:02 with pseudo-sequence HLA-C14:02. The binding affinity (normalized) is 0.263. (3) The peptide sequence is WVSRFGERK. The MHC is HLA-A02:12 with pseudo-sequence HLA-A02:12. The binding affinity (normalized) is 0.0847. (4) The peptide sequence is AHFNYARL. The MHC is H-2-Kb with pseudo-sequence H-2-Kb. The binding affinity (normalized) is 0.597.